Dataset: Forward reaction prediction with 1.9M reactions from USPTO patents (1976-2016). Task: Predict the product of the given reaction. (1) The product is: [CH:1]1([N:4]([CH2:10][C:11]2[CH:12]=[CH:13][C:14]([F:17])=[CH:15][CH:16]=2)[CH2:5][CH2:6][CH2:7][CH2:8][NH:9][C:25]([NH:26][C:27]2[CH:32]=[CH:31][CH:30]=[C:29]([C:33]3[N:37]([CH3:38])[N:36]=[N:35][N:34]=3)[CH:28]=2)=[O:24])[CH2:3][CH2:2]1. Given the reactants [CH:1]1([N:4]([CH2:10][C:11]2[CH:16]=[CH:15][C:14]([F:17])=[CH:13][CH:12]=2)[CH2:5][CH2:6][CH2:7][CH2:8][NH2:9])[CH2:3][CH2:2]1.C1([O:24][C:25](=O)[NH:26][C:27]2[CH:32]=[CH:31][CH:30]=[C:29]([C:33]3[N:37]([CH3:38])[N:36]=[N:35][N:34]=3)[CH:28]=2)C=CC=CC=1, predict the reaction product. (2) Given the reactants [CH3:1][C:2]1([CH3:27])[O:6][C@@H:5]2[C@@H:7]([CH2:20][NH:21][CH2:22][C:23]([F:26])([F:25])[F:24])[O:8][C@@H:9]([N:10]3[CH:18]=[N:17][C:16]4[C:11]3=[N:12][CH:13]=[N:14][C:15]=4[NH2:19])[C@@H:4]2[O:3]1.[C:28]([C:32]1[CH:37]=[CH:36][C:35]([NH:38][C:39]([NH:41][CH2:42][CH2:43][CH:44]=O)=[O:40])=[CH:34][CH:33]=1)([CH3:31])([CH3:30])[CH3:29].[BH-](OC(C)=O)(OC(C)=O)OC(C)=O.[Na+].C([O-])(O)=O.[Na+], predict the reaction product. The product is: [NH2:19][C:15]1[N:14]=[CH:13][N:12]=[C:11]2[C:16]=1[N:17]=[CH:18][N:10]2[C@H:9]1[C@@H:4]2[O:3][C:2]([CH3:27])([CH3:1])[O:6][C@@H:5]2[C@@H:7]([CH2:20][N:21]([CH2:22][C:23]([F:26])([F:24])[F:25])[CH2:44][CH2:43][CH2:42][NH:41][C:39]([NH:38][C:35]2[CH:34]=[CH:33][C:32]([C:28]([CH3:29])([CH3:31])[CH3:30])=[CH:37][CH:36]=2)=[O:40])[O:8]1. (3) Given the reactants [NH:1]1[C:5]2=[N:6][CH:7]=[CH:8][CH:9]=[C:4]2[C:3]([CH:10]=[C:11]2[O:15][C:14]([NH:16][C:17]3[CH:22]=[CH:21][CH:20]=[CH:19][C:18]=3[Cl:23])=[C:13]([C:24]([O:26]CC)=[O:25])[C:12]2=[O:29])=[CH:2]1.[CH3:30][N:31]([CH3:35])[CH2:32][CH2:33][OH:34], predict the reaction product. The product is: [C:24]([OH:26])(=[O:25])[CH3:13].[NH:1]1[C:5]2=[N:6][CH:7]=[CH:8][CH:9]=[C:4]2[C:3]([CH:10]=[C:11]2[O:15][C:14]([NH:16][C:17]3[CH:22]=[CH:21][CH:20]=[CH:19][C:18]=3[Cl:23])=[C:13]([C:24]([O:34][CH2:33][CH2:32][N:31]([CH3:35])[CH3:30])=[O:25])[C:12]2=[O:29])=[CH:2]1.